This data is from Full USPTO retrosynthesis dataset with 1.9M reactions from patents (1976-2016). The task is: Predict the reactants needed to synthesize the given product. (1) Given the product [Cl:1][C:2]1[CH:3]=[N:4][CH:5]=[C:6]([Cl:31])[C:7]=1[NH:8][C:9]([C:11]1[C:19]2[C:18]3[CH:20]=[C:21]([NH2:24])[CH:22]=[CH:23][C:17]=3[O:16][C:15]=2[C:14]([O:27][CH:28]([F:29])[F:30])=[CH:13][CH:12]=1)=[O:10], predict the reactants needed to synthesize it. The reactants are: [Cl:1][C:2]1[CH:3]=[N:4][CH:5]=[C:6]([Cl:31])[C:7]=1[NH:8][C:9]([C:11]1[C:19]2[C:18]3[CH:20]=[C:21]([N+:24]([O-])=O)[CH:22]=[CH:23][C:17]=3[O:16][C:15]=2[C:14]([O:27][CH:28]([F:30])[F:29])=[CH:13][CH:12]=1)=[O:10].[Cl-].[NH4+]. (2) Given the product [CH2:9]([O:8][C:6]1[C:5]([C:11]([F:14])([F:13])[F:12])=[CH:4][C:3]([N+:15]([O-:17])=[O:16])=[C:2]([CH:7]=1)[C:18]#[N:19])[CH3:10], predict the reactants needed to synthesize it. The reactants are: Br[C:2]1[CH:7]=[C:6]([O:8][CH2:9][CH3:10])[C:5]([C:11]([F:14])([F:13])[F:12])=[CH:4][C:3]=1[N+:15]([O-:17])=[O:16].[C:18]([Cu])#[N:19].Cl. (3) Given the product [CH3:1][O:2][C:3]1[CH:4]=[C:5]2[C:10](=[C:11]([NH:13][S:23]([C:18]3[CH:19]=[CH:20][CH:21]=[CH:22][C:17]=3[N+:14]([O-:16])=[O:15])(=[O:24])=[O:25])[CH:12]=1)[N:9]=[CH:8][CH:7]=[CH:6]2, predict the reactants needed to synthesize it. The reactants are: [CH3:1][O:2][C:3]1[CH:4]=[C:5]2[C:10](=[C:11]([NH2:13])[CH:12]=1)[N:9]=[CH:8][CH:7]=[CH:6]2.[N+:14]([C:17]1[CH:22]=[CH:21][CH:20]=[CH:19][C:18]=1[S:23](Cl)(=[O:25])=[O:24])([O-:16])=[O:15]. (4) Given the product [C:1]([C:3]1[CH:4]=[C:5]([C:13]2[O:15][N:16]=[C:17]([C:18]3[CH:19]=[CH:20][C:21]([CH2:37][CH2:38][C:39]([O:41][CH2:42][CH3:43])=[O:40])=[C:22]4[C:26]=3[NH:25][CH:24]=[CH:23]4)[N:44]=2)[CH:6]=[CH:7][C:8]=1[O:9][CH:10]([CH3:12])[CH3:11])#[N:2], predict the reactants needed to synthesize it. The reactants are: [C:1]([C:3]1[CH:4]=[C:5]([C:13]([O:15][NH:16]/[C:17](=[N:44]\[H])/[C:18]2[CH:19]=[CH:20][C:21]([CH2:37][CH2:38][C:39]([O:41][CH2:42][CH3:43])=[O:40])=[C:22]3[C:26]=2[N:25](S(C2C=CC(C)=CC=2)(=O)=O)[CH:24]=[CH:23]3)=O)[CH:6]=[CH:7][C:8]=1[O:9][CH:10]([CH3:12])[CH3:11])#[N:2].CCCC[N+](CCCC)(CCCC)CCCC.[F-].CCOC(C)=O. (5) The reactants are: [CH:1]1([CH2:6][C:7](O)=O)[CH2:5][CH2:4][CH2:3][CH2:2]1.Cl.[CH3:11][N:12](C)[CH2:13]CCN=C=NCC.[NH2:22][C:23]1[C:24](=[O:46])[N:25]([CH2:43][CH2:44][CH3:45])[C:26](=[O:42])[N:27]([CH2:30][CH2:31][C:32]2[CH:37]=[CH:36][C:35](CN(C)C)=[CH:34][CH:33]=2)[C:28]=1[NH2:29].[OH-].[Na+].Cl. Given the product [CH:1]1([CH2:6][C:7]2[NH:22][C:23]3[C:24](=[O:46])[N:25]([CH2:43][CH2:44][CH3:45])[C:26](=[O:42])[N:27]([CH2:30][CH2:31][C:32]4[CH:33]=[CH:34][C:35]([N:12]([CH3:13])[CH3:11])=[CH:36][CH:37]=4)[C:28]=3[N:29]=2)[CH2:2][CH2:3][CH2:4][CH2:5]1, predict the reactants needed to synthesize it.